The task is: Predict the reaction yield, written as a fraction of the theoretical maximum amount of product (1.0 means a 100% yield; for example, 0.34 means a 34% yield).. This data is from Reaction yield outcomes from USPTO patents with 853,638 reactions. (1) The reactants are C(Cl)(=O)C(Cl)=O.CS(C)=O.[F:11][CH2:12][CH2:13][OH:14].CCN(CC)CC.[CH3:22][NH:23][C:24](=[O:31])[CH2:25][CH2:26][CH2:27][N+:28]([O-:30])=[O:29]. The catalyst is ClCCl. The product is [CH3:22][NH:23][C:24](=[O:31])[CH2:25][CH2:26][CH:27]([N+:28]([O-:30])=[O:29])[CH:13]([OH:14])[CH2:12][F:11]. The yield is 0.400. (2) The reactants are I[CH2:2][CH3:3].[Br:4][C:5]1[CH:6]=[C:7]([C:17]([O:19][CH3:20])=[O:18])[CH:8]=[C:9]2[C:14]=1[O:13][C:12](=[S:15])[CH:11]=[C:10]2[OH:16].C(=O)([O-])[O-].[K+].[K+]. The catalyst is CC(C)=O. The product is [Br:4][C:5]1[CH:6]=[C:7]([C:17]([O:19][CH3:20])=[O:18])[CH:8]=[C:9]2[C:14]=1[O:13][C:12]([S:15][CH2:2][CH3:3])=[CH:11][C:10]2=[O:16]. The yield is 0.720. (3) The reactants are [N+:1]([C:4]1[CH:9]=[CH:8][N+:7]([O-:10])=[CH:6][C:5]=1[CH:11]=O)([O-])=O.O.[NH2:14]N. The catalyst is C(O)C. The product is [NH:1]1[C:4]2[CH:9]=[CH:8][N+:7]([O-:10])=[CH:6][C:5]=2[CH:11]=[N:14]1. The yield is 0.470. (4) The product is [CH3:35][O:36][C:37](=[O:43])[CH:38]([NH:42][C:5](=[O:6])[C:4]1[CH:8]=[CH:9][C:10]([C:11]2[CH:16]=[CH:15][C:14]([NH:17][C:18]([C:20]3[N:21]=[C:22]([C:29]4[CH:30]=[CH:31][CH:32]=[CH:33][CH:34]=4)[O:23][C:24]=3[C:25]([F:27])([F:26])[F:28])=[O:19])=[CH:13][N:12]=2)=[C:2]([Cl:1])[CH:3]=1)[CH:39]([CH3:41])[CH3:40]. The catalyst is ClCCl. The yield is 0.660. The reactants are [Cl:1][C:2]1[CH:3]=[C:4]([CH:8]=[CH:9][C:10]=1[C:11]1[CH:16]=[CH:15][C:14]([NH:17][C:18]([C:20]2[N:21]=[C:22]([C:29]3[CH:34]=[CH:33][CH:32]=[CH:31][CH:30]=3)[O:23][C:24]=2[C:25]([F:28])([F:27])[F:26])=[O:19])=[CH:13][N:12]=1)[C:5](O)=[O:6].[CH3:35][O:36][C:37](=[O:43])[C@@H:38]([NH2:42])[CH:39]([CH3:41])[CH3:40].ON1C2N=CC=CC=2N=N1.Cl.C(N=C=NCCCN(C)C)C. (5) The reactants are C([Li])CCC.Br[C:7]1[CH:12]=[CH:11][C:10]([O:13][CH3:14])=[C:9]([Cl:15])[CH:8]=1.[Br:16][C:17]1[CH:18]=[C:19]([C:23]([C:31]2[C:32]([C:37]#[N:38])=[N:33][CH:34]=[CH:35][CH:36]=2)=[N:24]S(C(C)(C)C)=O)[CH:20]=[CH:21][CH:22]=1.Cl.CO.C([O-])(O)=O.[Na+]. The catalyst is C1COCC1.C(Cl)Cl. The product is [Br:16][C:17]1[CH:18]=[C:19]([C:23]2([C:7]3[CH:12]=[CH:11][C:10]([O:13][CH3:14])=[C:9]([Cl:15])[CH:8]=3)[C:31]3[C:32](=[N:33][CH:34]=[CH:35][CH:36]=3)[C:37]([NH2:38])=[N:24]2)[CH:20]=[CH:21][CH:22]=1. The yield is 0.830. (6) The reactants are [Cl:1][C:2]1[CH:7]=[CH:6][C:5]([S:8](Cl)(=[O:10])=[O:9])=[CH:4][C:3]=1[N+:12]([O-:14])=[O:13].[NH2:15][C:16]1[CH:21]=[CH:20][CH:19]=[CH:18][CH:17]=1.N1C=CC=CC=1. The catalyst is C(Cl)Cl. The product is [Cl:1][C:2]1[CH:7]=[CH:6][C:5]([S:8]([NH:15][C:16]2[CH:21]=[CH:20][CH:19]=[CH:18][CH:17]=2)(=[O:10])=[O:9])=[CH:4][C:3]=1[N+:12]([O-:14])=[O:13]. The yield is 0.620. (7) The reactants are [CH2:1]([C:5]1([CH2:18]OS(C)(=O)=O)[CH2:10][CH2:9][N:8]([C:11]([O:13][C:14]([CH3:17])([CH3:16])[CH3:15])=[O:12])[CH2:7][CH2:6]1)[CH2:2][CH:3]=[CH2:4].[Li+].[B-](CC)(CC)CC.O. The catalyst is C1COCC1. The product is [CH2:1]([C:5]1([CH3:18])[CH2:6][CH2:7][N:8]([C:11]([O:13][C:14]([CH3:17])([CH3:16])[CH3:15])=[O:12])[CH2:9][CH2:10]1)[CH2:2][CH:3]=[CH2:4]. The yield is 0.282.